Predict which catalyst facilitates the given reaction. From a dataset of Catalyst prediction with 721,799 reactions and 888 catalyst types from USPTO. Reactant: [CH3:1][O:2][C:3]1[CH:4]=[C:5]([OH:9])[CH:6]=[CH:7][CH:8]=1.C1C(=O)N([Br:17])C(=O)C1. Product: [Br:17][C:6]1[CH:7]=[CH:8][C:3]([O:2][CH3:1])=[CH:4][C:5]=1[OH:9]. The catalyst class is: 2.